From a dataset of Reaction yield outcomes from USPTO patents with 853,638 reactions. Predict the reaction yield, written as a fraction of the theoretical maximum amount of product (1.0 means a 100% yield; for example, 0.34 means a 34% yield). The reactants are CN.[CH3:3][O:4][C:5]([C:7]1[CH:12]([C:13]2[CH:18]=[CH:17][CH:16]=[CH:15][C:14]=2[Cl:19])[C:11]([C:20]([O:22][CH3:23])=[O:21])=[C:10]([CH3:24])[NH:9][C:8]=1[CH2:25][O:26][CH2:27][CH2:28][N:29]1C(=O)C2C(=CC=CC=2)C1=O)=[O:6]. The catalyst is O. The product is [CH3:3][O:4][C:5]([C:7]1[CH:12]([C:13]2[CH:18]=[CH:17][CH:16]=[CH:15][C:14]=2[Cl:19])[C:11]([C:20]([O:22][CH3:23])=[O:21])=[C:10]([CH3:24])[NH:9][C:8]=1[CH2:25][O:26][CH2:27][CH2:28][NH2:29])=[O:6]. The yield is 0.840.